Dataset: Merck oncology drug combination screen with 23,052 pairs across 39 cell lines. Task: Regression. Given two drug SMILES strings and cell line genomic features, predict the synergy score measuring deviation from expected non-interaction effect. (1) Drug 1: Nc1ccn(C2OC(CO)C(O)C2(F)F)c(=O)n1. Drug 2: COC1=C2CC(C)CC(OC)C(O)C(C)C=C(C)C(OC(N)=O)C(OC)C=CC=C(C)C(=O)NC(=CC1=O)C2=O. Cell line: SW837. Synergy scores: synergy=19.4. (2) Drug 1: N#Cc1ccc(Cn2cncc2CN2CCN(c3cccc(Cl)c3)C(=O)C2)cc1. Drug 2: CCc1c2c(nc3ccc(O)cc13)-c1cc3c(c(=O)n1C2)COC(=O)C3(O)CC. Cell line: CAOV3. Synergy scores: synergy=-3.82.